This data is from Forward reaction prediction with 1.9M reactions from USPTO patents (1976-2016). The task is: Predict the product of the given reaction. (1) Given the reactants [C:1]1([S:11]([N:14]2[CH2:19][CH2:18][CH2:17][CH:16]([OH:20])[CH2:15]2)(=[O:13])=[O:12])[C:10]2[C:5](=[CH:6][CH:7]=[CH:8][CH:9]=2)[CH:4]=[CH:3][CH:2]=1.C(Cl)Cl.C1N=CN([C:29]([N:31]2[CH:35]=N[CH:33]=[CH:32]2)=[O:30])C=1.N1[CH:40]=[CH:39]N=C1.N1CCCCC1, predict the reaction product. The product is: [N:31]1([C:29]([O:20][CH:16]2[CH2:17][CH2:18][CH2:19][N:14]([S:11]([C:1]3[C:10]4[C:5](=[CH:6][CH:7]=[CH:8][CH:9]=4)[CH:4]=[CH:3][CH:2]=3)(=[O:12])=[O:13])[CH2:15]2)=[O:30])[CH2:32][CH2:33][CH2:40][CH2:39][CH2:35]1. (2) Given the reactants [CH3:1][N:2]1[CH2:7][CH2:6][CH:5]([CH2:8][OH:9])[CH2:4][CH2:3]1.CN1CC[O:14][CH2:13]C1.ClC(OC1C=CC([N+]([O-])=O)=CC=1)=O.[CH3:30][O:31][C:32]1[CH:37]=[CH:36][C:35]([N:38]2[CH2:43][CH2:42][NH:41][CH2:40][CH2:39]2)=[CH:34][CH:33]=1.CCN(C(C)C)C(C)C, predict the reaction product. The product is: [CH3:30][O:31][C:32]1[CH:33]=[CH:34][C:35]([N:38]2[CH2:43][CH2:42][N:41]([C:13]([O:9][CH2:8][CH:5]3[CH2:6][CH2:7][N:2]([CH3:1])[CH2:3][CH2:4]3)=[O:14])[CH2:40][CH2:39]2)=[CH:36][CH:37]=1. (3) Given the reactants Br[C:2]1[CH:3]=[C:4]([CH2:8][N:9]2[C:17](=[O:18])[C:16]3[C:11](=[CH:12][CH:13]=[CH:14][CH:15]=3)[C:10]2=[O:19])[CH:5]=[N:6][CH:7]=1.[CH3:20][N:21]1[C:29]2[C:24](=[CH:25][CH:26]=[CH:27][CH:28]=2)[CH:23]=[C:22]1B(O)O, predict the reaction product. The product is: [CH3:20][N:21]1[C:29]2[C:24](=[CH:25][CH:26]=[CH:27][CH:28]=2)[CH:23]=[C:22]1[C:2]1[CH:3]=[C:4]([CH2:8][N:9]2[C:17](=[O:18])[C:16]3[C:11](=[CH:12][CH:13]=[CH:14][CH:15]=3)[C:10]2=[O:19])[CH:5]=[N:6][CH:7]=1. (4) Given the reactants [C:1]([C:3]1[CH:8]=[CH:7][C:6]([C:9]2[CH:10]=[C:11]3[C:15](=[C:16]([CH2:18][O:19][CH2:20][C:21]4([C:34]5[CH:39]=[CH:38][CH:37]=[CH:36][CH:35]=5)[CH2:26][CH2:25][N:24](C(OC(C)(C)C)=O)[CH2:23][CH2:22]4)[CH:17]=2)[N:14]([CH3:40])[N:13]=[CH:12]3)=[CH:5][CH:4]=1)#[N:2], predict the reaction product. The product is: [CH3:40][N:14]1[C:15]2[C:11](=[CH:10][C:9]([C:6]3[CH:5]=[CH:4][C:3]([C:1]#[N:2])=[CH:8][CH:7]=3)=[CH:17][C:16]=2[CH2:18][O:19][CH2:20][C:21]2([C:34]3[CH:39]=[CH:38][CH:37]=[CH:36][CH:35]=3)[CH2:22][CH2:23][NH:24][CH2:25][CH2:26]2)[CH:12]=[N:13]1. (5) Given the reactants [H-].[Na+].[C:3]([O:9][CH2:10][CH3:11])(=[O:8])[CH2:4][C:5]([CH3:7])=[O:6].C1OC1[C:14]1[CH:19]=[CH:18][CH:17]=[CH:16][CH:15]=1.[Cl-].[NH4+], predict the reaction product. The product is: [C:5]([CH:4]1[CH2:11][CH:10]([C:14]2[CH:19]=[CH:18][CH:17]=[CH:16][CH:15]=2)[O:9][C:3]1=[O:8])(=[O:6])[CH3:7].